From a dataset of Full USPTO retrosynthesis dataset with 1.9M reactions from patents (1976-2016). Predict the reactants needed to synthesize the given product. Given the product [CH2:21]([N:15]1[C:16]2[C:11](=[C:10]([OH:35])[C:9]([C:7]([NH:6][CH2:5][C:4]([CH3:37])([CH3:36])[C:3]([OH:38])=[O:2])=[O:8])=[N:18][C:17]=2[C:19]#[N:20])[CH:12]=[C:13]([C:29]2[CH:30]=[CH:31][CH:32]=[CH:33][CH:34]=2)[C:14]1=[O:28])[C:22]1[CH:27]=[CH:26][CH:25]=[CH:24][CH:23]=1, predict the reactants needed to synthesize it. The reactants are: C[O:2][C:3](=[O:38])[C:4]([CH3:37])([CH3:36])[CH2:5][NH:6][C:7]([C:9]1[C:10]([OH:35])=[C:11]2[C:16](=[C:17]([C:19]#[N:20])[N:18]=1)[N:15]([CH2:21][C:22]1[CH:27]=[CH:26][CH:25]=[CH:24][CH:23]=1)[C:14](=[O:28])[C:13]([C:29]1[CH:34]=[CH:33][CH:32]=[CH:31][CH:30]=1)=[CH:12]2)=[O:8].[OH-].[Na+].Cl.